Dataset: Catalyst prediction with 721,799 reactions and 888 catalyst types from USPTO. Task: Predict which catalyst facilitates the given reaction. Reactant: [Cl:1][C:2]1[C:3]([CH3:33])=[C:4]([N:8]([S:23]([C:26]2[CH:31]=[CH:30][C:29]([CH3:32])=[CH:28][CH:27]=2)(=[O:25])=[O:24])[CH2:9][C:10]([NH:12][CH2:13][C:14]2[CH:15]=[C:16]([CH:20]=[CH:21][CH:22]=2)[C:17]([OH:19])=O)=[O:11])[CH:5]=[CH:6][CH:7]=1.C(N1C=CN=C1)(N1C=CN=C1)=O.[CH3:46][S:47]([NH2:50])(=[O:49])=[O:48].C1CCN2C(=NCCC2)CC1.Cl. Product: [Cl:1][C:2]1[C:3]([CH3:33])=[C:4]([N:8]([S:23]([C:26]2[CH:27]=[CH:28][C:29]([CH3:32])=[CH:30][CH:31]=2)(=[O:24])=[O:25])[CH2:9][C:10]([NH:12][CH2:13][C:14]2[CH:15]=[C:16]([CH:20]=[CH:21][CH:22]=2)[C:17]([NH:50][S:47]([CH3:46])(=[O:49])=[O:48])=[O:19])=[O:11])[CH:5]=[CH:6][CH:7]=1. The catalyst class is: 3.